This data is from Full USPTO retrosynthesis dataset with 1.9M reactions from patents (1976-2016). The task is: Predict the reactants needed to synthesize the given product. (1) The reactants are: [NH2:1][C:2]1[O:3][CH2:4][C:5]2([C@H:15]3[CH2:16][N:17]([C:20]([O:22][CH2:23][C:24]4[CH:29]=[CH:28][CH:27]=[CH:26][CH:25]=4)=[O:21])[CH2:18][CH2:19][C@@H:14]3[O:13][C:12]3[CH:11]=[CH:10][C:9](Br)=[CH:8][C:7]2=3)[N:6]=1.[F:31][C:32]1[C:37](B(O)O)=[CH:36][CH:35]=[CH:34][N:33]=1.C([O-])([O-])=O.[Na+].[Na+]. Given the product [NH2:1][C:2]1[O:3][CH2:4][C:5]2([C@H:15]3[CH2:16][N:17]([C:20]([O:22][CH2:23][C:24]4[CH:29]=[CH:28][CH:27]=[CH:26][CH:25]=4)=[O:21])[CH2:18][CH2:19][C@@H:14]3[O:13][C:12]3[CH:11]=[CH:10][C:9]([C:37]4[C:32]([F:31])=[N:33][CH:34]=[CH:35][CH:36]=4)=[CH:8][C:7]2=3)[N:6]=1, predict the reactants needed to synthesize it. (2) Given the product [C:16]([N:20]1[C:1]([C:3]2[CH2:4][CH:5]([NH:8][C:9](=[O:15])[O:10][C:11]([CH3:14])([CH3:13])[CH3:12])[CH2:6][CH:7]=2)=[CH:33][N:32]=[CH:31]1)([CH3:19])([CH3:18])[CH3:17], predict the reactants needed to synthesize it. The reactants are: [CH:1]([C:3]1[CH2:4][CH:5]([NH:8][C:9](=[O:15])[O:10][C:11]([CH3:14])([CH3:13])[CH3:12])[CH2:6][CH:7]=1)=O.[C:16]([NH2:20])([CH3:19])([CH3:18])[CH3:17].S([CH2:31][N+:32]#[C-:33])(C1C=CC(C)=CC=1)(=O)=O.C1CCN2C(=NCCC2)CC1.